This data is from Experimentally validated miRNA-target interactions with 360,000+ pairs, plus equal number of negative samples. The task is: Binary Classification. Given a miRNA mature sequence and a target amino acid sequence, predict their likelihood of interaction. The miRNA is mmu-miR-1970 with sequence UGUGUCACUGGGGAUAGGCUUUG. The protein sequence of the target gene is MMWRWSFLLLLLLLRHWALGKPSPDAGPHGQDRVHHGTPLSEAPHDDAHGNFQYDHEAFLGRDVAKEFDKLSPEESQARLGRIVDRMDLAGDSDGWVSLAELRAWIAHTQQRHIRDSVSAAWHTYDTDRDGRVGWEELRNATYGHYEPGEEFHDVEDAETYKKMLARDERRFRVADQDGDSMATREELTAFLHPEEFPHMRDIVVAETLEDLDKNKDGYVQVEEYIADLYSEEPGEEEPAWVQTERQQFREFRDLNKDGRLDGSEVGYWVLPPSQDQPLVEANHLLHESDTDKDGRLSKA.... Result: 1 (interaction).